This data is from Forward reaction prediction with 1.9M reactions from USPTO patents (1976-2016). The task is: Predict the product of the given reaction. (1) Given the reactants Cl[C:2]1[C:7]([C:8]#[N:9])=[C:6]([Cl:10])[N:5]=[C:4]([NH:11][CH2:12][CH2:13][OH:14])[N:3]=1.Cl.[F:16][C:17]1[CH:22]=[CH:21][C:20]([CH:23]2[CH2:28][CH2:27][NH:26][CH2:25][CH2:24]2)=[CH:19][CH:18]=1.C(N(C(C)C)C(C)C)C, predict the reaction product. The product is: [Cl:10][C:6]1[C:7]([C:8]#[N:9])=[C:2]([N:26]2[CH2:27][CH2:28][CH:23]([C:20]3[CH:19]=[CH:18][C:17]([F:16])=[CH:22][CH:21]=3)[CH2:24][CH2:25]2)[N:3]=[C:4]([NH:11][CH2:12][CH2:13][OH:14])[N:5]=1. (2) Given the reactants [CH:1]([C:4]1[C:9](=[O:10])[N:8]2[N:11]=[CH:12][C:13]([C:14]#[N:15])=[C:7]2[NH:6][C:5]=1[C:16]1[CH:17]=[N:18][NH:19][CH:20]=1)([CH3:3])[CH3:2].CC1C=CC(S(O[CH2:32][C:33]2[CH:38]=[CH:37][CH:36]=[C:35](/[CH:39]=[CH:40]/[C:41](=[O:43])[CH3:42])[N:34]=2)(=O)=O)=CC=1.C([O-])([O-])=O.[Cs+].[Cs+], predict the reaction product. The product is: [CH:1]([C:4]1[C:9](=[O:10])[N:8]2[N:11]=[CH:12][C:13]([C:14]#[N:15])=[C:7]2[NH:6][C:5]=1[C:16]1[CH:20]=[N:19][N:18]([CH2:32][C:33]2[CH:38]=[CH:37][CH:36]=[C:35](/[CH:39]=[CH:40]/[C:41](=[O:43])[CH3:42])[N:34]=2)[CH:17]=1)([CH3:3])[CH3:2]. (3) Given the reactants [Cl:1][C:2]1[CH:3]=[C:4]2[C:8](=[CH:9][CH:10]=1)[NH:7][CH:6]=[C:5]2[CH2:11][CH2:12][NH:13][C:14]([C:16]1[O:20][CH:19]=[N:18][CH:17]=1)=[O:15].[C:21]1(I)[CH:26]=[CH:25][CH:24]=[CH:23][CH:22]=1.ClCCl.C1(P(C2C=CC=CC=2)C2C=CC=CC=2)C=CC=CC=1, predict the reaction product. The product is: [Cl:1][C:2]1[CH:3]=[C:4]2[C:8](=[CH:9][CH:10]=1)[NH:7][CH:6]=[C:5]2[CH2:11][CH2:12][NH:13][C:14]([C:16]1[O:20][C:19]([C:21]2[CH:26]=[CH:25][CH:24]=[CH:23][CH:22]=2)=[N:18][CH:17]=1)=[O:15]. (4) Given the reactants [S:1]([C:5]1[CH:13]=[CH:12][C:8]([N+]([O-])=O)=[CH:7][CH:6]=1)(O)(=O)=O.[O:14]=[C:15]([N:18]([C:28]1[CH:33]=[CH:32][CH:31]=[CH:30][CH:29]=1)[C:19]1([CH2:25][O:26][CH3:27])[CH2:24][CH2:23][NH:22][CH2:21][CH2:20]1)[CH2:16][CH3:17].COC(C)(C)C.C(N(CC)CC)C, predict the reaction product. The product is: [CH3:17][CH2:16][C:15]([N:18]([C:19]1([CH2:25][O:26][CH3:27])[CH2:20][CH2:21][N:22]([CH2:7][CH2:6][C:5]2[S:1][CH:8]=[CH:12][CH:13]=2)[CH2:23][CH2:24]1)[C:28]1[CH:29]=[CH:30][CH:31]=[CH:32][CH:33]=1)=[O:14]. (5) Given the reactants [C:1]([C:3]1[CH:4]=[C:5]([NH:9][CH:10]2[CH2:15][CH2:14][N:13](C(OC(C)(C)C)=O)[CH2:12][CH2:11]2)[CH:6]=[CH:7][CH:8]=1)#[N:2].C(O)(C(F)(F)F)=O, predict the reaction product. The product is: [NH:13]1[CH2:12][CH2:11][CH:10]([NH:9][C:5]2[CH:4]=[C:3]([CH:8]=[CH:7][CH:6]=2)[C:1]#[N:2])[CH2:15][CH2:14]1. (6) Given the reactants [OH:1][C:2]1[CH:11]=[CH:10][C:5]2[C:6](=[O:9])[CH2:7][O:8][C:4]=2[C:3]=1[OH:12].[Cl:13][C:14]1[CH:15]=[C:16]([CH:19]=[CH:20][C:21]=1[Cl:22])[CH:17]=O, predict the reaction product. The product is: [Cl:13][C:14]1[CH:15]=[C:16]([CH:19]=[CH:20][C:21]=1[Cl:22])[CH:17]=[C:7]1[C:6](=[O:9])[C:5]2[CH:10]=[CH:11][C:2]([OH:1])=[C:3]([OH:12])[C:4]=2[O:8]1.